This data is from Forward reaction prediction with 1.9M reactions from USPTO patents (1976-2016). The task is: Predict the product of the given reaction. (1) Given the reactants [NH2:1][S:2]([C:5]1[CH:6]=[C:7]([C:11]2[CH:12]=[C:13]3[C:18](=[CH:19][CH:20]=2)[O:17][C@H:16]([CH2:21][N:22]([CH2:30][C@H:31]([O:38][Si](C(C)(C)C)(C)C)[C:32]2[CH:33]=[N:34][CH:35]=[CH:36][CH:37]=2)C(=O)OC(C)(C)C)[CH2:15][CH2:14]3)[CH:8]=[CH:9][CH:10]=1)(=[O:4])=[O:3].CCN(CC)CC.[CH3:53][C:54]1[CH:59]=[CH:58][C:57]([N:60]=[C:61]=[O:62])=[CH:56][CH:55]=1.[Cl:63]C(Cl)C, predict the reaction product. The product is: [ClH:63].[OH:38][C@H:31]([C:32]1[CH:33]=[N:34][CH:35]=[CH:36][CH:37]=1)[CH2:30][NH:22][CH2:21][C@H:16]1[CH2:15][CH2:14][C:13]2[C:18](=[CH:19][CH:20]=[C:11]([C:7]3[CH:8]=[CH:9][CH:10]=[C:5]([S:2]([NH:1][C:61]([NH:60][C:57]4[CH:58]=[CH:59][C:54]([CH3:53])=[CH:55][CH:56]=4)=[O:62])(=[O:4])=[O:3])[CH:6]=3)[CH:12]=2)[O:17]1. (2) Given the reactants [CH:1]1([CH:4]([C:9]2[CH:14]=[CH:13][CH:12]=[C:11]([OH:15])[CH:10]=2)[CH2:5][C:6]([OH:8])=[O:7])[CH2:3][CH2:2]1.S(=O)(=O)(O)O.O.[Cl-].[Na+].[CH3:24]O, predict the reaction product. The product is: [CH:1]1([CH:4]([C:9]2[CH:14]=[CH:13][CH:12]=[C:11]([OH:15])[CH:10]=2)[CH2:5][C:6]([O:8][CH3:24])=[O:7])[CH2:3][CH2:2]1. (3) Given the reactants Br[C:2]1[CH:3]=[CH:4][C:5]2[O:11][CH2:10][CH2:9][N:8]3[CH:12]=[C:13]([C:15]4[N:19]([CH:20]([CH3:22])[CH3:21])[N:18]=[C:17]([NH2:23])[N:16]=4)[N:14]=[C:7]3[C:6]=2[CH:24]=1.[Cl:25][C:26]1[CH:31]=[CH:30][C:29](B(O)O)=[CH:28][CH:27]=1.C([O-])([O-])=O.[Cs+].[Cs+].O, predict the reaction product. The product is: [Cl:25][C:26]1[CH:31]=[CH:30][C:29]([C:2]2[CH:3]=[CH:4][C:5]3[O:11][CH2:10][CH2:9][N:8]4[CH:12]=[C:13]([C:15]5[N:19]([CH:20]([CH3:21])[CH3:22])[N:18]=[C:17]([NH2:23])[N:16]=5)[N:14]=[C:7]4[C:6]=3[CH:24]=2)=[CH:28][CH:27]=1. (4) Given the reactants [Cl:1][C:2]1[CH:7]=[CH:6][C:5]([N:8]=[C:9]=[O:10])=[CH:4][CH:3]=1.[NH2:11][C:12]1[S:27][C:15]2[CH2:16][N:17]([C:20]([O:22][C:23]([CH3:26])([CH3:25])[CH3:24])=[O:21])[CH2:18][CH2:19][C:14]=2[C:13]=1[C:28](=[O:30])[NH2:29].C(N(CC)CC)C, predict the reaction product. The product is: [C:28]([C:13]1[C:14]2[CH2:19][CH2:18][N:17]([C:20]([O:22][C:23]([CH3:25])([CH3:24])[CH3:26])=[O:21])[CH2:16][C:15]=2[S:27][C:12]=1[NH:11][C:9]([NH:8][C:5]1[CH:6]=[CH:7][C:2]([Cl:1])=[CH:3][CH:4]=1)=[O:10])(=[O:30])[NH2:29]. (5) Given the reactants [Cl:1][C:2]1[CH:7]=[CH:6][C:5]([N:8]2[CH2:13][CH2:12][N:11]([C:14](=[O:26])[CH2:15][N:16]3[C:20]4=[N:21][CH:22]=[CH:23][CH:24]=[C:19]4[C:18](I)=[N:17]3)[CH2:10][CH2:9]2)=[CH:4][C:3]=1[O:27][CH3:28].[C:29]([Cu])#[N:30], predict the reaction product. The product is: [Cl:1][C:2]1[CH:7]=[CH:6][C:5]([N:8]2[CH2:13][CH2:12][N:11]([C:14](=[O:26])[CH2:15][N:16]3[C:20]4=[N:21][CH:22]=[CH:23][CH:24]=[C:19]4[C:18]([C:29]#[N:30])=[N:17]3)[CH2:10][CH2:9]2)=[CH:4][C:3]=1[O:27][CH3:28]. (6) Given the reactants CC([O:5][C:6]([CH2:8][CH:9]([OH:35])[CH2:10][CH:11]([OH:34])[CH:12]=[CH:13][C:14]1[C:23]([CH:24]2[CH2:26][CH2:25]2)=[N:22][C:21]2[C:16](=[CH:17][CH:18]=[CH:19][CH:20]=2)[C:15]=1[C:27]1[CH:32]=[CH:31][C:30]([F:33])=[CH:29][CH:28]=1)=[O:7])(C)C.[OH-].[Na+], predict the reaction product. The product is: [CH:18]1[CH:19]=[CH:20][C:21]2[N:22]=[C:23]([CH:24]3[CH2:26][CH2:25]3)[C:14](/[CH:13]=[CH:12]/[C@@H:11]([OH:34])[CH2:10][C@@H:9]([OH:35])[CH2:8][C:6]([OH:7])=[O:5])=[C:15]([C:27]3[CH:28]=[CH:29][C:30]([F:33])=[CH:31][CH:32]=3)[C:16]=2[CH:17]=1. (7) Given the reactants B.[CH2:2]([N:9]1[C@H:14]([CH3:15])[C:13](=O)[NH:12][C@@H:11]([CH2:17][CH3:18])[C:10]1=O)[C:3]1[CH:8]=[CH:7][CH:6]=[CH:5][CH:4]=1.CO.Cl, predict the reaction product. The product is: [CH2:2]([N:9]1[CH2:10][C@H:11]([CH2:17][CH3:18])[NH:12][CH2:13][C@H:14]1[CH3:15])[C:3]1[CH:4]=[CH:5][CH:6]=[CH:7][CH:8]=1. (8) Given the reactants [NH:1]1[CH2:5][CH2:4][CH2:3][CH2:2]1.[CH3:6]Cl.[C:8]([OH:19])(=[O:18])[C:9]1[CH:17]=[CH:16][C:12]([C:13]([OH:15])=O)=[CH:11][CH:10]=1, predict the reaction product. The product is: [CH3:6][O:19][C:8](=[O:18])[C:9]1[CH:10]=[CH:11][C:12]([C:13]([N:1]2[CH2:5][CH2:4][CH2:3][CH2:2]2)=[O:15])=[CH:16][CH:17]=1. (9) The product is: [CH2:1]([O:3][C:4](=[O:13])[CH:5]([C:6](=[O:8])[NH:31][O:32][CH2:14][C:15]1[CH:16]=[CH:17][CH:18]=[CH:19][CH:20]=1)[CH2:9][CH:10]([CH3:12])[CH3:11])[CH3:2]. Given the reactants [CH2:1]([O:3][C:4](=[O:13])[CH:5]([CH2:9][CH:10]([CH3:12])[CH3:11])[C:6]([OH:8])=O)[CH3:2].[CH2:14](NO)[C:15]1[CH:20]=[CH:19][CH:18]=[CH:17][CH:16]=1.C1C=CC2[N:31]([OH:32])N=NC=2C=1.C1CCC(N=C=NC2CCCCC2)CC1.C(N(CC)CC)C, predict the reaction product. (10) Given the reactants C([O:3][C:4]([CH:6]1[CH2:11][N:10]([S:12]([C:15]2[CH:20]=[CH:19][CH:18]=[C:17]([Cl:21])[CH:16]=2)(=[O:14])=[O:13])[CH2:9][CH2:8][N:7]1[C:22]1[CH:27]=[CH:26][C:25]([F:28])=[CH:24][C:23]=1[CH3:29])=[O:5])C.[Li+].[OH-].CO.OS([O-])(=O)=O.[K+], predict the reaction product. The product is: [Cl:21][C:17]1[CH:16]=[C:15]([S:12]([N:10]2[CH2:9][CH2:8][N:7]([C:22]3[CH:27]=[CH:26][C:25]([F:28])=[CH:24][C:23]=3[CH3:29])[CH:6]([C:4]([OH:5])=[O:3])[CH2:11]2)(=[O:13])=[O:14])[CH:20]=[CH:19][CH:18]=1.